Predict the product of the given reaction. From a dataset of Forward reaction prediction with 1.9M reactions from USPTO patents (1976-2016). (1) Given the reactants [CH3:1][O:2][C:3](=[O:32])[CH2:4][CH2:5][CH:6]1[C:12]2[CH:13]=[CH:14][C:15]([O:17]CC3C=CC=CC=3)=[CH:16][C:11]=2[CH2:10][CH2:9][CH2:8][N:7]1[C:25]([O:27][C:28]([CH3:31])([CH3:30])[CH3:29])=[O:26], predict the reaction product. The product is: [OH:17][C:15]1[CH:14]=[CH:13][C:12]2[CH:6]([CH2:5][CH2:4][C:3]([O:2][CH3:1])=[O:32])[N:7]([C:25]([O:27][C:28]([CH3:30])([CH3:29])[CH3:31])=[O:26])[CH2:8][CH2:9][CH2:10][C:11]=2[CH:16]=1. (2) Given the reactants [NH:1]1[CH2:6][CH2:5][CH:4]([CH:7]([OH:9])[CH3:8])[CH2:3][CH2:2]1.CCN(C(C)C)C(C)C.[CH:19]([O:22][C:23](Cl)=[O:24])([CH3:21])[CH3:20].C1(C)C=CC=CC=1, predict the reaction product. The product is: [CH:19]([O:22][C:23]([N:1]1[CH2:6][CH2:5][CH:4]([CH:7]([OH:9])[CH3:8])[CH2:3][CH2:2]1)=[O:24])([CH3:21])[CH3:20]. (3) Given the reactants [CH3:1][C:2]1[C:10]2[O:9][N:8]=[C:7]([O:11][C:12]([C:25]3[CH:30]=[CH:29][CH:28]=[CH:27][CH:26]=3)([C:19]3[CH:24]=[CH:23][CH:22]=[CH:21][CH:20]=3)[C:13]3[CH:18]=[CH:17][CH:16]=[CH:15][CH:14]=3)[C:6]=2[CH:5]=[CH:4][CH:3]=1.C1C(=O)N([Br:38])C(=O)C1, predict the reaction product. The product is: [Br:38][CH2:1][C:2]1[C:10]2[O:9][N:8]=[C:7]([O:11][C:12]([C:19]3[CH:20]=[CH:21][CH:22]=[CH:23][CH:24]=3)([C:13]3[CH:18]=[CH:17][CH:16]=[CH:15][CH:14]=3)[C:25]3[CH:30]=[CH:29][CH:28]=[CH:27][CH:26]=3)[C:6]=2[CH:5]=[CH:4][CH:3]=1. (4) Given the reactants [Cl:1][C:2]1[C:3]([F:11])=[C:4]([C:7]([OH:10])=[CH:8][CH:9]=1)[CH:5]=[O:6].[Cl:12]Cl, predict the reaction product. The product is: [Cl:1][C:2]1[C:3]([F:11])=[C:4]([C:7]([OH:10])=[C:8]([Cl:12])[CH:9]=1)[CH:5]=[O:6]. (5) The product is: [CH2:8]([O:15][C:16]1[C:33]([O:34][CH3:35])=[CH:32][C:19]([C:20]([N:22]2[CH2:26][C@H:25]([O:27][CH3:28])[CH2:24][C@H:23]2[C:29]([N:1]2[CH2:5][CH2:4][CH2:3][C@H:2]2[C:6]#[N:7])=[O:30])=[O:21])=[CH:18][C:17]=1[O:36][CH3:37])[C:9]1[CH:14]=[CH:13][CH:12]=[CH:11][CH:10]=1. Given the reactants [NH:1]1[CH2:5][CH2:4][CH2:3][C@H:2]1[C:6]#[N:7].[CH2:8]([O:15][C:16]1[C:33]([O:34][CH3:35])=[CH:32][C:19]([C:20]([N:22]2[CH2:26][C@H:25]([O:27][CH3:28])[CH2:24][C@H:23]2[C:29](O)=[O:30])=[O:21])=[CH:18][C:17]=1[O:36][CH3:37])[C:9]1[CH:14]=[CH:13][CH:12]=[CH:11][CH:10]=1, predict the reaction product. (6) Given the reactants FC(F)(F)C(O)=O.[NH2:8][C@H:9]([C:19]1[C:24]([C:25]2[CH:26]=[CH:27][C:28]([F:34])=[C:29]([CH:33]=2)[C:30]([NH2:32])=[O:31])=[CH:23][CH:22]=[CH:21][N:20]=1)[CH2:10][C:11]1[CH:16]=[C:15]([F:17])[CH:14]=[C:13]([F:18])[CH:12]=1.[F:35][CH:36]([F:54])[C:37]1[C:45]2[C:44]([F:47])([F:46])[CH2:43][CH2:42][C:41]([F:49])([F:48])[C:40]=2[N:39]([CH2:50][C:51](O)=[O:52])[N:38]=1, predict the reaction product. The product is: [F:54][CH:36]([F:35])[C:37]1[C:45]2[C:44]([F:46])([F:47])[CH2:43][CH2:42][C:41]([F:49])([F:48])[C:40]=2[N:39]([CH2:50][C:51]([NH:8][C@H:9]([C:19]2[C:24]([C:25]3[CH:26]=[CH:27][C:28]([F:34])=[C:29]([CH:33]=3)[C:30]([NH2:32])=[O:31])=[CH:23][CH:22]=[CH:21][N:20]=2)[CH2:10][C:11]2[CH:12]=[C:13]([F:18])[CH:14]=[C:15]([F:17])[CH:16]=2)=[O:52])[N:38]=1. (7) Given the reactants [F:1][C:2]([F:25])([F:24])[C:3]1[CH:4]=[C:5]([C:9]2[N:10]=[C:11]([CH2:14][NH:15][NH:16][C:17](OC(C)(C)C)=O)[S:12][CH:13]=2)[CH:6]=[CH:7][CH:8]=1.CN(C=[C:30]([C:36](=O)[C:37]([F:40])([F:39])[F:38])[C:31]([O:33][CH2:34][CH3:35])=[O:32])C.C(N(CC)CC)C, predict the reaction product. The product is: [F:38][C:37]([F:39])([F:40])[C:36]1[N:15]([CH2:14][C:11]2[S:12][CH:13]=[C:9]([C:5]3[CH:6]=[CH:7][CH:8]=[C:3]([C:2]([F:1])([F:24])[F:25])[CH:4]=3)[N:10]=2)[N:16]=[CH:17][C:30]=1[C:31]([O:33][CH2:34][CH3:35])=[O:32].